From a dataset of Reaction yield outcomes from USPTO patents with 853,638 reactions. Predict the reaction yield, written as a fraction of the theoretical maximum amount of product (1.0 means a 100% yield; for example, 0.34 means a 34% yield). The reactants are [C:1]1([CH:7]([C:19]2[CH:24]=[CH:23][CH:22]=[CH:21][CH:20]=2)[N:8]2[CH2:11][C:10]([O:14][Si](C)(C)C)([C:12]#[N:13])[CH2:9]2)[CH:6]=[CH:5][CH:4]=[CH:3][CH:2]=1.S(=O)(=O)(O)[OH:26].[OH-].[NH4+]. The catalyst is ClCCl. The product is [C:1]1([CH:7]([C:19]2[CH:24]=[CH:23][CH:22]=[CH:21][CH:20]=2)[N:8]2[CH2:11][C:10]([OH:14])([C:12]([NH2:13])=[O:26])[CH2:9]2)[CH:6]=[CH:5][CH:4]=[CH:3][CH:2]=1. The yield is 0.760.